This data is from Forward reaction prediction with 1.9M reactions from USPTO patents (1976-2016). The task is: Predict the product of the given reaction. Given the reactants [OH:1][CH2:2][C@H:3]1[NH:7][C:6](=[O:8])[CH2:5][CH2:4]1.C(N(CC)CC)C.Cl[C:17]1[CH:22]=[CH:21][CH:20]=[CH:19][C:18]=1[CH:23]([C:30]1[CH:35]=[CH:34][CH:33]=[CH:32][CH:31]=1)[C:24]1[CH:29]=[CH:28][CH:27]=[CH:26][CH:25]=1.O, predict the reaction product. The product is: [C:23]([O:1][CH2:2][C@H:3]1[NH:7][C:6](=[O:8])[CH2:5][CH2:4]1)([C:18]1[CH:19]=[CH:20][CH:21]=[CH:22][CH:17]=1)([C:30]1[CH:31]=[CH:32][CH:33]=[CH:34][CH:35]=1)[C:24]1[CH:25]=[CH:26][CH:27]=[CH:28][CH:29]=1.